Dataset: Full USPTO retrosynthesis dataset with 1.9M reactions from patents (1976-2016). Task: Predict the reactants needed to synthesize the given product. Given the product [Cl:29][C:30]1[CH:37]=[C:36]([C:38]2[NH:39][C:40]3[C:45]([CH:46]=2)=[C:44]([F:47])[CH:43]=[CH:42][CH:41]=3)[C:33]([CH:34]=[C:3]([CH3:4])[CH3:2])=[CH:32][N:31]=1, predict the reactants needed to synthesize it. The reactants are: [Li][CH2:2][CH2:3][CH2:4]C.[I-].C([P+](C1C=CC=CC=1)(C1C=CC=CC=1)C1C=CC=CC=1)(C)C.[Cl:29][C:30]1[CH:37]=[C:36]([C:38]2[NH:39][C:40]3[C:45]([CH:46]=2)=[C:44]([F:47])[CH:43]=[CH:42][CH:41]=3)[C:33]([CH:34]=O)=[CH:32][N:31]=1.